Dataset: Forward reaction prediction with 1.9M reactions from USPTO patents (1976-2016). Task: Predict the product of the given reaction. (1) Given the reactants [CH3:1][O:2][C:3]1[CH:4]=[C:5]([C:11]([CH3:15])([CH3:14])[CH:12]=[O:13])[CH:6]=[C:7]([O:9][CH3:10])[CH:8]=1.[BH4-].[Na+], predict the reaction product. The product is: [CH3:10][O:9][C:7]1[CH:6]=[C:5]([C:11]([CH3:15])([CH3:14])[CH2:12][OH:13])[CH:4]=[C:3]([O:2][CH3:1])[CH:8]=1. (2) Given the reactants ClC(OCC1C=CC=CC=1)=[O:3].CC1(C)[O:17][CH:16]2[CH2:18][CH2:19][CH:20]([C:22]3[CH:27]=[CH:26][C:25]([NH2:28])=[CH:24][CH:23]=3)[CH2:21][CH:15]2O1.N1C=CC=CC=1.[OH2:36], predict the reaction product. The product is: [N+:28]([C:25]1[CH:26]=[CH:27][C:22]([CH:20]2[CH2:19][CH2:18][C:16](=[O:17])[CH2:15][CH2:21]2)=[CH:23][CH:24]=1)([O-:3])=[O:36]. (3) Given the reactants [C:1]([C:3]1[CH:4]=[CH:5][C:6]2[O:10][C:9]([C:11]([OH:13])=O)=[C:8]([CH3:14])[C:7]=2[C:15]=1[O:16][CH3:17])#[N:2].[CH3:18][O:19][C:20](=[O:42])[C@@H:21]([NH:25][S:26]([C:29]1[CH:34]=[CH:33][C:32]([C:35]2[CH:40]=[CH:39][C:38]([NH2:41])=[CH:37][CH:36]=2)=[CH:31][CH:30]=1)(=[O:28])=[O:27])[CH:22]([CH3:24])[CH3:23].F[P-](F)(F)(F)(F)F.N1(O[P+](N(C)C)(N(C)C)N(C)C)C2C=CC=CC=2N=N1.C(N(CC)C(C)C)(C)C, predict the reaction product. The product is: [CH3:18][O:19][C:20](=[O:42])[C@@H:21]([NH:25][S:26]([C:29]1[CH:34]=[CH:33][C:32]([C:35]2[CH:36]=[CH:37][C:38]([NH:41][C:11]([C:9]3[O:10][C:6]4[CH:5]=[CH:4][C:3]([C:1]#[N:2])=[C:15]([O:16][CH3:17])[C:7]=4[C:8]=3[CH3:14])=[O:13])=[CH:39][CH:40]=2)=[CH:31][CH:30]=1)(=[O:28])=[O:27])[CH:22]([CH3:24])[CH3:23]. (4) Given the reactants [H-].[Na+].[CH2:3]([OH:7])[CH2:4][CH2:5][OH:6].[CH2:8]([C@H:15]1[N:20]([C:21]([C:23]2[N:24]=[CH:25][N:26]([CH:34]3[CH2:41][CH2:40][CH2:39][CH2:38][C:35]43[O:37][CH2:36]4)[C:27]=2[C:28]2[CH:33]=[CH:32][CH:31]=[CH:30][CH:29]=2)=[O:22])[CH2:19][CH2:18][N:17]([C:42]([O:44][C:45]([CH3:48])([CH3:47])[CH3:46])=[O:43])[CH2:16]1)[C:9]1[CH:14]=[CH:13][CH:12]=[CH:11][CH:10]=1.C(=O)(O)[O-].[Na+], predict the reaction product. The product is: [CH2:8]([C@H:15]1[N:20]([C:21]([C:23]2[N:24]=[CH:25][N:26]([CH:34]3[CH2:41][CH2:40][CH2:39][CH2:38][C:35]3([OH:37])[CH2:36][O:6][CH2:5][CH2:4][CH2:3][OH:7])[C:27]=2[C:28]2[CH:33]=[CH:32][CH:31]=[CH:30][CH:29]=2)=[O:22])[CH2:19][CH2:18][N:17]([C:42]([O:44][C:45]([CH3:48])([CH3:47])[CH3:46])=[O:43])[CH2:16]1)[C:9]1[CH:14]=[CH:13][CH:12]=[CH:11][CH:10]=1. (5) Given the reactants [CH3:1][C:2]1[N:7]=[C:6](Cl)[C:5]([N+:9]([O-:11])=[O:10])=[C:4]([Cl:12])[N:3]=1.[CH3:13][C:14]1[C:19]([NH2:20])=[C:18]([CH3:21])[CH:17]=[C:16]([CH3:22])[N:15]=1, predict the reaction product. The product is: [Cl:12][C:4]1[N:3]=[C:2]([CH3:1])[N:7]=[C:6]([NH:20][C:19]2[C:14]([CH3:13])=[N:15][C:16]([CH3:22])=[CH:17][C:18]=2[CH3:21])[C:5]=1[N+:9]([O-:11])=[O:10]. (6) The product is: [CH:40]1([CH2:39][C@H:26]([NH:25][C:7]([C:5]2[S:6][C:2]([CH3:1])=[C:3]([C:10]3[N:14]([CH3:15])[N:13]=[CH:12][CH:11]=3)[CH:4]=2)=[O:9])[CH2:27][N:28]2[C:29](=[O:38])[C:30]3[C:35](=[CH:34][CH:33]=[CH:32][CH:31]=3)[C:36]2=[O:37])[CH2:45][CH2:44][CH2:43][CH2:42][CH2:41]1. Given the reactants [CH3:1][C:2]1[S:6][C:5]([C:7]([OH:9])=O)=[CH:4][C:3]=1[C:10]1[N:14]([CH3:15])[N:13]=[CH:12][CH:11]=1.C(N(CC)C(C)C)(C)C.[NH2:25][C@@H:26]([CH2:39][CH:40]1[CH2:45][CH2:44][CH2:43][CH2:42][CH2:41]1)[CH2:27][N:28]1[C:36](=[O:37])[C:35]2[C:30](=[CH:31][CH:32]=[CH:33][CH:34]=2)[C:29]1=[O:38].CC(OC(N[C@H](C(O)=O)CC1C=CC=CC=1C(F)(F)F)=O)(C)C.F[P-](F)(F)(F)(F)F.Br[P+](N1CCCC1)(N1CCCC1)N1CCCC1, predict the reaction product. (7) The product is: [CH3:10][C:8]([O:11][C:12](=[O:23])[NH:13][CH2:14][CH2:15][C@@H:16]([OH:22])[C:17]1[S:18][CH:19]=[CH:20][N:21]=1)([CH3:7])[CH3:9]. Given the reactants B.O1CCCC1.[CH3:7][C:8]([O:11][C:12](=[O:23])[NH:13][CH2:14][CH2:15][C:16](=[O:22])[C:17]1[S:18][CH:19]=[CH:20][N:21]=1)([CH3:10])[CH3:9].CO.C(OCC)(=O)C, predict the reaction product. (8) The product is: [N:11](=[C:10]1[CH:9]=[CH:8][CH:7]=[CH:6][CH:5]1[CH:4]=[CH:3][C:17]1[CH:12]=[CH:13][CH:14]=[CH:15][CH:16]=1)[OH:21]. Given the reactants CO[C:3]1[C:17]2[C:12](=[CH:13][CH:14]=[CH:15][CH:16]=2)[NH:11][C:10]2[C:5](=[CH:6][CH:7]=[CH:8][CH:9]=2)[CH:4]=1.Cl.CC(C)=[O:21], predict the reaction product. (9) The product is: [CH3:22][C:18]([CH3:23])([C:19]1[N:12]([CH2:13][CH:14]([CH3:16])[CH3:15])[C:11]2[C:10]3[CH:9]=[CH:8][CH:7]=[CH:6][C:5]=3[N:4]=[CH:3][C:2]=2[N:1]=1)[OH:17]. Given the reactants [NH2:1][C:2]1[CH:3]=[N:4][C:5]2[C:10]([C:11]=1[NH:12][CH2:13][CH:14]([CH3:16])[CH3:15])=[CH:9][CH:8]=[CH:7][CH:6]=2.[OH:17][C:18]([CH3:23])([CH3:22])[C:19](O)=O, predict the reaction product. (10) Given the reactants C([O-])(=O)CCCC[CH2:6][C:7](C)([CH3:9])[CH3:8].[CH3:13][N:14]1[C:18](=[O:19])[CH:17]=[CH:16][C:15]1=[O:20].C=C(C)C, predict the reaction product. The product is: [CH3:13][N:14]1[C:18](=[O:19])[CH:17]=[CH:16][C:15]1=[O:20].[CH2:6]=[C:7]([CH3:9])[CH3:8].